This data is from Reaction yield outcomes from USPTO patents with 853,638 reactions. The task is: Predict the reaction yield, written as a fraction of the theoretical maximum amount of product (1.0 means a 100% yield; for example, 0.34 means a 34% yield). (1) The reactants are [F:1][C:2]([F:25])([C:18]1[CH:23]=[CH:22][C:21]([F:24])=[CH:20][N:19]=1)[C:3]1[N:12]=[C:11](O)[C:10]2[C:5](=[C:6]([S:14]([CH3:17])(=[O:16])=[O:15])[CH:7]=[CH:8][CH:9]=2)[N:4]=1.P(Br)(Br)(Br)=O.CCN(C(C)C)C(C)C.[CH3:40][C:41]1[NH:45][N:44]=[C:43]([NH2:46])[CH:42]=1. The catalyst is CN(C=O)C.C1(C)C=CC=CC=1. The product is [F:1][C:2]([F:25])([C:18]1[CH:23]=[CH:22][C:21]([F:24])=[CH:20][N:19]=1)[C:3]1[N:12]=[C:11]([NH:46][C:43]2[CH:42]=[C:41]([CH3:40])[NH:45][N:44]=2)[C:10]2[C:5](=[C:6]([S:14]([CH3:17])(=[O:16])=[O:15])[CH:7]=[CH:8][CH:9]=2)[N:4]=1. The yield is 0.690. (2) The reactants are [F:1][C:2]1[CH:7]=[CH:6][C:5]([O:8][C:9](=[O:33])[N:10]([C@@H:12]2[C@@H:16]([C:17]3[CH:22]=[CH:21][C:20]([Cl:23])=[C:19]([Cl:24])[CH:18]=3)[CH2:15][N:14]([C:25]([CH:27]3[CH2:32][CH2:31][NH:30][CH2:29][CH2:28]3)=[O:26])[CH2:13]2)[CH3:11])=[CH:4][CH:3]=1.Br[C:35]1[S:36][CH:37]=[N:38][N:39]=1.C(N(CC)C(C)C)(C)C. The catalyst is CN1CCCC1=O.C(OCC)(=O)C. The product is [F:1][C:2]1[CH:7]=[CH:6][C:5]([O:8][C:9](=[O:33])[N:10]([C@@H:12]2[C@@H:16]([C:17]3[CH:22]=[CH:21][C:20]([Cl:23])=[C:19]([Cl:24])[CH:18]=3)[CH2:15][N:14]([C:25]([CH:27]3[CH2:32][CH2:31][N:30]([C:35]4[S:36][CH:37]=[N:38][N:39]=4)[CH2:29][CH2:28]3)=[O:26])[CH2:13]2)[CH3:11])=[CH:4][CH:3]=1. The yield is 0.320. (3) The reactants are [CH2:1]([NH2:4])[C:2]#[CH:3].[C:5](O[C:5]([O:7][C:8]([CH3:11])([CH3:10])[CH3:9])=[O:6])([O:7][C:8]([CH3:11])([CH3:10])[CH3:9])=[O:6]. The catalyst is C1COCC1. The product is [C:8]([O:7][C:5](=[O:6])[NH:4][CH2:1][C:2]#[CH:3])([CH3:11])([CH3:10])[CH3:9]. The yield is 0.970. (4) The reactants are [CH2:1]([O:3][C:4]([C:6]1[CH:23]=[CH:22][C:9]2[S:10][C:11]([C:13]3[CH:18]=[CH:17][C:16]([O:19][CH3:20])=[CH:15][C:14]=3[CH3:21])=[CH:12][C:8]=2[CH:7]=1)=[O:5])C.COC(C1C2SC=CC=2C=CC=1)=O. No catalyst specified. The product is [CH3:1][O:3][C:4]([C:6]1[C:7]2[S:10][C:11]([C:13]3[CH:18]=[CH:17][C:16]([O:19][CH3:20])=[CH:15][C:14]=3[CH3:21])=[CH:12][C:8]=2[CH:9]=[CH:22][CH:23]=1)=[O:5]. The yield is 0.120. (5) The catalyst is C1COCC1.C(O)(C)C.O. The product is [C:42]([C:37]1[CH:38]=[C:39]2[C:34](=[C:35]([F:46])[CH:36]=1)[C:33](=[O:47])[N:32]([C:7]1[C:6]([CH2:5][OH:4])=[C:11]([C:12]3[CH:17]=[C:16]([NH:18][C:19]4[CH:29]=[C:22]5[CH2:23][N:24]([CH3:28])[C:25](=[O:27])[CH2:26][N:21]5[N:20]=4)[C:15](=[O:30])[N:14]([CH3:31])[CH:13]=3)[CH:10]=[CH:9][N:8]=1)[N:41]=[CH:40]2)([CH3:45])([CH3:43])[CH3:44]. The reactants are C([O:4][CH2:5][C:6]1[C:7]([N:32]2[N:41]=[CH:40][C:39]3[C:34](=[C:35]([F:46])[CH:36]=[C:37]([C:42]([CH3:45])([CH3:44])[CH3:43])[CH:38]=3)[C:33]2=[O:47])=[N:8][CH:9]=[CH:10][C:11]=1[C:12]1[CH:17]=[C:16]([NH:18][C:19]2[CH:29]=[C:22]3[CH2:23][N:24]([CH3:28])[C:25](=[O:27])[CH2:26][N:21]3[N:20]=2)[C:15](=[O:30])[N:14]([CH3:31])[CH:13]=1)(=O)C.[OH-].[Li+]. The yield is 0.440. (6) The reactants are [CH3:1][S:2]([C:5]1[CH:10]=[CH:9][C:8]([NH:11]/[N:12]=[C:13](\[C:18](=[O:24])[CH2:19][C:20](OC)=[O:21])/[C:14]([O:16][CH3:17])=[O:15])=[CH:7][CH:6]=1)(=[O:4])=[O:3].O. The catalyst is ClC1C=CC=CC=1Cl. The product is [OH:24][C:18]1[C:13]([C:14]([O:16][CH3:17])=[O:15])=[N:12][N:11]([C:8]2[CH:9]=[CH:10][C:5]([S:2]([CH3:1])(=[O:4])=[O:3])=[CH:6][CH:7]=2)[C:20](=[O:21])[CH:19]=1. The yield is 0.491. (7) The reactants are [CH3:1][O:2][C:3]1[C:11]([O:12][CH3:13])=[CH:10][CH:9]=[CH:8][C:4]=1[CH2:5]CN.[CH3:14][NH:15]CC1C=CC2C(=CC=CC=2)C=1CCC.Cl.[O:31]=[C:32]1[NH:41][C:40]2[N:39]=[CH:38][C:37](/[CH:42]=[CH:43]/[C:44]([OH:46])=O)=[CH:36][C:35]=2[CH2:34][CH2:33]1.Cl.CN1CC2C=C(/C=C/C(O)=O)C=NC=2NC(=O)C1. No catalyst specified. The product is [CH3:1][O:2][C:3]1[C:11]([O:12][CH3:13])=[CH:10][CH:9]=[CH:8][C:4]=1[CH2:5][N:15]([CH3:14])[C:44](=[O:46])/[CH:43]=[CH:42]/[C:37]1[CH:38]=[N:39][C:40]2[NH:41][C:32](=[O:31])[CH2:33][CH2:34][C:35]=2[CH:36]=1. The yield is 0.610.